Dataset: Forward reaction prediction with 1.9M reactions from USPTO patents (1976-2016). Task: Predict the product of the given reaction. Given the reactants [OH:1][C:2]1[CH:3]=[C:4]([C:8]2[CH:9]=[C:10]([CH:14]([NH:20][C:21]([C@@H:23]3[CH2:28][CH2:27][CH2:26][N:25]([C:29](=[O:45])[CH2:30][CH2:31][CH:32]4[CH2:37][CH2:36][N:35]([C:38]([O:40][C:41]([CH3:44])([CH3:43])[CH3:42])=[O:39])[CH2:34][CH2:33]4)[CH2:24]3)=[O:22])[CH2:15][C:16]([O:18][CH3:19])=[O:17])[CH:11]=[N:12][CH:13]=2)[CH:5]=[CH:6][CH:7]=1.C(=O)([O-])[O-].[Cs+].[Cs+].I[CH2:53][CH2:54][F:55], predict the reaction product. The product is: [F:55][CH2:54][CH2:53][O:1][C:2]1[CH:3]=[C:4]([C:8]2[CH:9]=[C:10]([CH:14]([NH:20][C:21]([C@@H:23]3[CH2:28][CH2:27][CH2:26][N:25]([C:29](=[O:45])[CH2:30][CH2:31][CH:32]4[CH2:33][CH2:34][N:35]([C:38]([O:40][C:41]([CH3:42])([CH3:44])[CH3:43])=[O:39])[CH2:36][CH2:37]4)[CH2:24]3)=[O:22])[CH2:15][C:16]([O:18][CH3:19])=[O:17])[CH:11]=[N:12][CH:13]=2)[CH:5]=[CH:6][CH:7]=1.